From a dataset of Forward reaction prediction with 1.9M reactions from USPTO patents (1976-2016). Predict the product of the given reaction. Given the reactants C(=O)(ON1C(=O)CCC1=O)ON1C(=O)CCC1=O.[NH2:19][C:20]1[CH:21]=[C:22]([C:26]2[N:31]=[C:30]([C:32]3[CH:37]=[CH:36][CH:35]=[C:34]([CH2:38][O:39]C(C)(C)C)[CH:33]=3)[CH:29]=[C:28]([N:44]3[CH2:49][CH2:48][O:47][CH2:46][CH2:45]3)[N:27]=2)[CH:23]=[CH:24][CH:25]=1.[N:50]1([C:56](OC(C)(C)C)=[O:57])[CH2:55][CH2:54][NH:53][CH2:52][CH2:51]1.FC(F)(F)C(O)=O, predict the reaction product. The product is: [OH:39][CH2:38][C:34]1[CH:33]=[C:32]([C:30]2[CH:29]=[C:28]([N:44]3[CH2:49][CH2:48][O:47][CH2:46][CH2:45]3)[N:27]=[C:26]([C:22]3[CH:23]=[CH:24][CH:25]=[C:20]([NH:19][C:56]([N:50]4[CH2:55][CH2:54][NH:53][CH2:52][CH2:51]4)=[O:57])[CH:21]=3)[N:31]=2)[CH:37]=[CH:36][CH:35]=1.